This data is from Forward reaction prediction with 1.9M reactions from USPTO patents (1976-2016). The task is: Predict the product of the given reaction. (1) Given the reactants [CH2:1]([N:3]1[CH2:8][CH2:7][N:6]([C:9]2[CH:10]=[C:11]([CH:13]=[CH:14][CH:15]=2)[NH2:12])[CH2:5][CH2:4]1)[CH3:2].[CH:16]1[C:25]2[C:20](=[CH:21][CH:22]=[CH:23][CH:24]=2)[C:19]([C:26]2[C:35]3[N:34]=[CH:33][CH:32]=[N:31][C:30]=3[C:29]([C:36](O)=[O:37])=[CH:28][CH:27]=2)=[CH:18][N:17]=1.C1C2C(=CC=CC=2)C(B(O)O)=CN=1, predict the reaction product. The product is: [CH2:1]([N:3]1[CH2:4][CH2:5][N:6]([C:9]2[CH:10]=[C:11]([NH:12][C:36]([C:29]3[C:30]4[N:31]=[CH:32][CH:33]=[N:34][C:35]=4[C:26]([C:19]4[C:20]5[C:25](=[CH:24][CH:23]=[CH:22][CH:21]=5)[CH:16]=[N:17][CH:18]=4)=[CH:27][CH:28]=3)=[O:37])[CH:13]=[CH:14][CH:15]=2)[CH2:7][CH2:8]1)[CH3:2]. (2) Given the reactants C(OC(OCC)[N:5]1[CH:9]=[CH:8][N:7]=[CH:6]1)C.C([Li])CCC.[O:18]=[C:19]1[CH2:24][CH2:23][N:22]([C:25]([O:27][C:28]([CH3:31])([CH3:30])[CH3:29])=[O:26])[CH2:21][CH2:20]1.Cl, predict the reaction product. The product is: [OH:18][C:19]1([C:6]2[NH:5][CH:9]=[CH:8][N:7]=2)[CH2:20][CH2:21][N:22]([C:25]([O:27][C:28]([CH3:31])([CH3:30])[CH3:29])=[O:26])[CH2:23][CH2:24]1. (3) The product is: [ClH:1].[CH2:26]([O:25][CH:23]1[CH2:24][NH:21][CH2:22]1)[CH:27]([CH3:29])[CH3:28]. Given the reactants [Cl:1]C(OC(Cl)C)=O.C([N:21]1[CH2:24][CH:23]([O:25][CH2:26][CH:27]([CH3:29])[CH3:28])[CH2:22]1)(C1C=CC=CC=1)C1C=CC=CC=1.CO, predict the reaction product. (4) Given the reactants Br[C:2]1[CH:3]=[C:4]2[C:10]([C:11]3[CH:15]=[CH:14][N:13]([CH2:16][C:17]4[CH:22]=[C:21]([F:23])[CH:20]=[C:19]([F:24])[CH:18]=4)[N:12]=3)=[CH:9][N:8]([S:25]([C:28]3[CH:34]=[CH:33][C:31]([CH3:32])=[CH:30][CH:29]=3)(=[O:27])=[O:26])[C:5]2=[N:6][CH:7]=1.[CH3:35][S:36]([NH:39][C:40]1[CH:45]=[C:44](B2OC(C)(C)C(C)(C)O2)[CH:43]=[CH:42][C:41]=1[C:55]1[CH2:60][CH2:59][N:58]([C:61]([O:63][C:64]([CH3:67])([CH3:66])[CH3:65])=[O:62])[CH2:57][CH:56]=1)(=[O:38])=[O:37].C(=O)([O-])[O-].[Na+].[Na+], predict the reaction product. The product is: [F:24][C:19]1[CH:18]=[C:17]([CH:22]=[C:21]([F:23])[CH:20]=1)[CH2:16][N:13]1[CH:14]=[CH:15][C:11]([C:10]2[C:4]3[C:5](=[N:6][CH:7]=[C:2]([C:44]4[CH:43]=[CH:42][C:41]([C:55]5[CH2:60][CH2:59][N:58]([C:61]([O:63][C:64]([CH3:67])([CH3:66])[CH3:65])=[O:62])[CH2:57][CH:56]=5)=[C:40]([NH:39][S:36]([CH3:35])(=[O:37])=[O:38])[CH:45]=4)[CH:3]=3)[N:8]([S:25]([C:28]3[CH:29]=[CH:30][C:31]([CH3:32])=[CH:33][CH:34]=3)(=[O:26])=[O:27])[CH:9]=2)=[N:12]1. (5) The product is: [C:3]1([C:8]2[CH:13]=[CH:12][CH:11]=[CH:10][CH:9]=2)[CH:4]=[CH:5][CH:6]=[CH:7][C:2]=1[CH:26]([NH:25][S:23]([C:19]([CH3:22])([CH3:21])[CH3:20])=[O:24])[CH2:27][CH2:28][C:29]([O:31][CH3:32])=[O:30]. Given the reactants I[C:2]1[CH:7]=[CH:6][CH:5]=[CH:4][C:3]=1[C:8]1[CH:13]=[CH:12][CH:11]=[CH:10][CH:9]=1.[Li]CCCC.[C:19]([S:23]([N:25]=[CH:26][CH2:27][CH2:28][C:29]([O:31][CH3:32])=[O:30])=[O:24])([CH3:22])([CH3:21])[CH3:20].[NH4+].[Cl-], predict the reaction product. (6) Given the reactants Cl.FC1C=C(C=CC=1)CN1C=C(C2C3C(=NC=C(C4C=CC(C5CCNCC5)=CC=4)C=3)N(S(C3C=CC(C)=CC=3)(=O)=O)C=2)C=N1.[N:46]1[CH:51]=[CH:50][CH:49]=[C:48]([CH2:52][N:53]2[CH:57]=[C:56]([C:58]3[C:66]4[C:61](=[N:62][CH:63]=[C:64]([C:67]5[CH:72]=[CH:71][C:70]([CH:73]6[CH2:78][CH2:77][N:76]([C:79]([O:81][C:82]([CH3:85])([CH3:84])[CH3:83])=[O:80])[CH2:75][CH2:74]6)=[CH:69][CH:68]=5)[CH:65]=4)[N:60](S(C4C=CC(C)=CC=4)(=O)=O)[CH:59]=3)[CH:55]=[N:54]2)[CH:47]=1.[OH-].[Li+], predict the reaction product. The product is: [N:46]1[CH:51]=[CH:50][CH:49]=[C:48]([CH2:52][N:53]2[CH:57]=[C:56]([C:58]3[C:66]4[C:61](=[N:62][CH:63]=[C:64]([C:67]5[CH:68]=[CH:69][C:70]([CH:73]6[CH2:74][CH2:75][N:76]([C:79]([O:81][C:82]([CH3:85])([CH3:84])[CH3:83])=[O:80])[CH2:77][CH2:78]6)=[CH:71][CH:72]=5)[CH:65]=4)[NH:60][CH:59]=3)[CH:55]=[N:54]2)[CH:47]=1. (7) Given the reactants [C:1]([N:4]1[C:12]2[C:7](=[CH:8][C:9]([NH2:13])=[CH:10][CH:11]=2)[C:6]([C:14]2[CH:19]=[CH:18][CH:17]=[CH:16][CH:15]=2)=[N:5]1)(=[O:3])[CH3:2].C(N(CC)CC)C.Cl.[CH3:28][O:29][C:30](=[O:40])[C:31]1[CH:39]=[CH:38][C:34]([C:35](O)=[O:36])=[CH:33][CH:32]=1, predict the reaction product. The product is: [C:1]([N:4]1[C:12]2[C:7](=[CH:8][C:9]([NH:13][C:35]([C:34]3[CH:38]=[CH:39][C:31]([C:30]([O:29][CH3:28])=[O:40])=[CH:32][CH:33]=3)=[O:36])=[CH:10][CH:11]=2)[C:6]([C:14]2[CH:19]=[CH:18][CH:17]=[CH:16][CH:15]=2)=[N:5]1)(=[O:3])[CH3:2]. (8) Given the reactants [C:1]([NH:8][CH2:9][CH:10]([OH:13])CO)([O:3][C:4]([CH3:7])([CH3:6])[CH3:5])=[O:2].I([O-])(=O)(=O)=O.[K+], predict the reaction product. The product is: [C:1]([NH:8][CH2:9][CH:10]=[O:13])([O:3][C:4]([CH3:5])([CH3:6])[CH3:7])=[O:2]. (9) Given the reactants [N:1]1[CH:6]=[CH:5][C:4]([C:7]([NH:9][C:10]2[CH:25]=[CH:24][CH:23]=[CH:22][C:11]=2[C:12]([NH:14][C:15]2[CH:20]=[CH:19][C:18]([Cl:21])=[CH:17][CH:16]=2)=[O:13])=[O:8])=[CH:3][CH:2]=1.[CH3:26][I:27], predict the reaction product. The product is: [I-:27].[CH3:26][N+:1]1[CH:6]=[CH:5][C:4]([C:7]([NH:9][C:10]2[CH:25]=[CH:24][CH:23]=[CH:22][C:11]=2[C:12]([NH:14][C:15]2[CH:20]=[CH:19][C:18]([Cl:21])=[CH:17][CH:16]=2)=[O:13])=[O:8])=[CH:3][CH:2]=1. (10) Given the reactants Cl.[CH2:2]([NH:14][C:15](=[NH:25])[NH:16][C:17](=[NH:24])[N:18]([CH2:20][CH2:21][O:22][CH3:23])[CH3:19])[CH2:3][CH2:4][CH2:5][CH2:6][CH2:7][CH2:8][CH2:9][CH2:10][CH2:11][CH2:12][CH3:13].C(O)C.S(=O)(=O)(O)O.[CH3:34][C:35]([CH3:37])=O, predict the reaction product. The product is: [CH3:34][C:35]1([CH3:37])[NH:24][C:17]([N:18]([CH2:20][CH2:21][O:22][CH3:23])[CH3:19])=[N:16][C:15]([NH:14][CH2:2][CH2:3][CH2:4][CH2:5][CH2:6][CH2:7][CH2:8][CH2:9][CH2:10][CH2:11][CH2:12][CH3:13])=[N:25]1.